Dataset: Catalyst prediction with 721,799 reactions and 888 catalyst types from USPTO. Task: Predict which catalyst facilitates the given reaction. (1) Reactant: [C:1]([N:5]1[C:10](=[O:11])[C:9]([Cl:12])=[C:8]([O:13][CH2:14][C:15]2[CH:20]=[CH:19][C:18]([CH2:21][CH2:22][CH2:23][CH2:24][O:25][Si](C(C)(C)C)(C)C)=[CH:17][CH:16]=2)[CH:7]=[N:6]1)([CH3:4])([CH3:3])[CH3:2].[F-].C([NH3+])(C)(C)C. Product: [C:1]([N:5]1[C:10](=[O:11])[C:9]([Cl:12])=[C:8]([O:13][CH2:14][C:15]2[CH:16]=[CH:17][C:18]([CH2:21][CH2:22][CH2:23][CH2:24][OH:25])=[CH:19][CH:20]=2)[CH:7]=[N:6]1)([CH3:4])([CH3:3])[CH3:2]. The catalyst class is: 7. (2) Reactant: [Br:1][C:2]1[CH:3]=[C:4]2[C:9](=[CH:10][CH:11]=1)[N:8]=[C:7]([C:12]1[CH:17]=[CH:16][C:15]([C:18](=O)[CH2:19][NH:20][C:21]([C@@H:23]3[CH2:35][N:33]4[C:34]5[CH:26]([C@@H:27]([NH:36][C:37](=[O:40])[O:38][CH3:39])[CH2:28][CH2:29][C:30]=5[CH:31]=[CH:32]4)[C:25](=[O:41])[CH2:24]3)=O)=[CH:14][CH:13]=1)[CH:6]=[N:5]2.C([O-])(=O)C.[NH4+:47]. Product: [Br:1][C:2]1[CH:3]=[C:4]2[C:9](=[CH:10][CH:11]=1)[N:8]=[C:7]([C:12]1[CH:17]=[CH:16][C:15]([C:18]3[NH:47][C:21]([C@@H:23]4[CH2:35][N:33]5[C:34]6[CH:26]([C@@H:27]([NH:36][C:37](=[O:40])[O:38][CH3:39])[CH2:28][CH2:29][C:30]=6[CH:31]=[CH:32]5)[C:25](=[O:41])[CH2:24]4)=[N:20][CH:19]=3)=[CH:14][CH:13]=1)[CH:6]=[N:5]2. The catalyst class is: 113. (3) Reactant: [Br:1][C:2]1[CH:3]=[CH:4][C:5]2[N:6]([CH:8]=[C:9]([C:11]3[CH:16]=[CH:15][C:14]([OH:17])=[CH:13][CH:12]=3)[N:10]=2)[CH:7]=1.C(=O)([O-])[O-].[K+].[K+].[F:24][CH2:25][CH2:26]OS(C1C=CC(C)=CC=1)(=O)=O. Product: [Br:1][C:2]1[CH:3]=[CH:4][C:5]2[N:6]([CH:8]=[C:9]([C:11]3[CH:16]=[CH:15][C:14]([O:17][CH2:26][CH2:25][F:24])=[CH:13][CH:12]=3)[N:10]=2)[CH:7]=1. The catalyst class is: 6. (4) Reactant: [C:1]1([C@H:7]2[CH2:9][C@@H:8]2[C:10]([OH:12])=O)[CH:6]=[CH:5][CH:4]=[CH:3][CH:2]=1.[Br:13][C:14]1[CH:19]=[CH:18][C:17]([C@@H:20]([NH2:23])[CH2:21][CH3:22])=[CH:16][CH:15]=1.C(N(CC)CC)C.O. Product: [Br:13][C:14]1[CH:15]=[CH:16][C:17]([C@@H:20]([NH:23][C:10]([C@H:8]2[CH2:9][C@@H:7]2[C:1]2[CH:2]=[CH:3][CH:4]=[CH:5][CH:6]=2)=[O:12])[CH2:21][CH3:22])=[CH:18][CH:19]=1. The catalyst class is: 120. (5) Reactant: C(OC([N:8]1[CH2:13][CH2:12][CH:11]([C:14]2[CH:19]=[CH:18][C:17]([Br:20])=[CH:16][CH:15]=2)[CH2:10][CH2:9]1)=O)(C)(C)C.[ClH:21]. Product: [ClH:21].[Br:20][C:17]1[CH:18]=[CH:19][C:14]([CH:11]2[CH2:10][CH2:9][NH:8][CH2:13][CH2:12]2)=[CH:15][CH:16]=1. The catalyst class is: 13. (6) Reactant: [Cl:1][CH2:2][C:3]([NH:5][C:6]1[CH:7]=[CH:8][C:9]2[S:13][C:12]([C:14]([O:16]C)=O)=[CH:11][C:10]=2[CH:18]=1)=[O:4].[OH-:19].[Na+].ClCC(NC1C=C[C:29]2SC(C(O)=O)=[CH:31][C:30]=2[CH:37]=1)=O.CCN=C=NCCCN(C)C.[CH:49]1[CH:50]=[CH:51][C:52]2[N:57](O)N=[N:55][C:53]=2[CH:54]=1.C1[CH2:63][O:62]CC1.CO. Product: [C:30]([O:19][C:63](=[O:62])[NH:55][C:53]1[CH:54]=[CH:49][CH:50]=[CH:51][C:52]=1[NH:57][C:14]([C:12]1[S:13][C:9]2[CH:8]=[CH:7][C:6]([NH:5][C:3](=[O:4])[CH2:2][Cl:1])=[CH:18][C:10]=2[CH:11]=1)=[O:16])([CH3:29])([CH3:31])[CH3:37]. The catalyst class is: 85. (7) Reactant: [Br:1][C:2]1[CH:3]=[C:4]([C:11]([O:13][CH3:14])=[O:12])[C:5]2[CH:6]=[N:7][NH:8][C:9]=2[CH:10]=1.[H-].[Na+].I[CH:18]1[CH2:22][CH2:21][CH2:20][CH2:19]1. Product: [Br:1][C:2]1[CH:3]=[C:4]([C:11]([O:13][CH3:14])=[O:12])[C:5]2[CH:6]=[N:7][N:8]([CH:18]3[CH2:22][CH2:21][CH2:20][CH2:19]3)[C:9]=2[CH:10]=1. The catalyst class is: 3.